Predict which catalyst facilitates the given reaction. From a dataset of Catalyst prediction with 721,799 reactions and 888 catalyst types from USPTO. (1) Reactant: [CH3:1][O:2][CH2:3][C@H:4]1[CH2:10][NH:9][CH2:8][C:7]2[CH:11]=[CH:12][C:13]([C:15]([O:17][CH3:18])=[O:16])=[CH:14][C:6]=2[O:5]1.C(O)(C(F)(F)F)=O.CN(C(ON1N=NC2C=CC=NC1=2)=[N+](C)C)C.F[P-](F)(F)(F)(F)F.[O:50]1[CH2:55][CH2:54][CH:53]([C:56](O)=[O:57])[CH2:52][CH2:51]1.CCN(C(C)C)C(C)C. Product: [CH3:1][O:2][CH2:3][C@H:4]1[CH2:10][N:9]([C:56]([CH:53]2[CH2:54][CH2:55][O:50][CH2:51][CH2:52]2)=[O:57])[CH2:8][C:7]2[CH:11]=[CH:12][C:13]([C:15]([O:17][CH3:18])=[O:16])=[CH:14][C:6]=2[O:5]1. The catalyst class is: 18. (2) Reactant: [CH3:1][C:2]1[N:7]=[C:6]([C:8]([OH:10])=O)[C:5]([C:11]2[O:12][C:13]([CH3:16])=[CH:14][N:15]=2)=[CH:4][CH:3]=1.CCN(C(C)C)C(C)C.CN(C(ON1N=NC2C=CC=CC1=2)=[N+](C)C)C.[B-](F)(F)(F)F.[C@@H:48]12[CH2:54][C@@H:53]1[CH2:52][C@@H:51]([CH2:55][NH:56][C:57]1[N:62]=[CH:61][C:60]([C:63]([F:66])([F:65])[F:64])=[CH:59][N:58]=1)[NH:50][CH2:49]2.C([O-])(O)=O.[Na+]. Product: [CH3:1][C:2]1[N:7]=[C:6]([C:8]([N:50]2[C@H:51]([CH2:55][NH:56][C:57]3[N:58]=[CH:59][C:60]([C:63]([F:66])([F:64])[F:65])=[CH:61][N:62]=3)[CH2:52][C@@H:53]3[C@@H:48]([CH2:54]3)[CH2:49]2)=[O:10])[C:5]([C:11]2[O:12][C:13]([CH3:16])=[CH:14][N:15]=2)=[CH:4][CH:3]=1. The catalyst class is: 31. (3) Reactant: [CH3:1][N:2]1[CH:6]=[CH:5][CH:4]=[C:3]1[C:7]([OH:9])=O.CN(C)C=O.C(Cl)(=O)C(Cl)=O.[NH2:21][C:22]1[CH:23]=[C:24]([CH:41]=[CH:42][CH:43]=1)[O:25][C:26]1[CH:27]=[CH:28][C:29]2[N:30]([CH:32]=[C:33]([NH:35][C:36]([CH:38]3[CH2:40][CH2:39]3)=[O:37])[N:34]=2)[N:31]=1. Product: [CH:38]1([C:36]([NH:35][C:33]2[N:34]=[C:29]3[CH:28]=[CH:27][C:26]([O:25][C:24]4[CH:23]=[C:22]([NH:21][C:7]([C:3]5[N:2]([CH3:1])[CH:6]=[CH:5][CH:4]=5)=[O:9])[CH:43]=[CH:42][CH:41]=4)=[N:31][N:30]3[CH:32]=2)=[O:37])[CH2:39][CH2:40]1. The catalyst class is: 722. (4) Reactant: [CH3:1][N:2]1[C:10]2[CH:9]=[CH:8][C:7](=[O:11])[NH:6][C:5]=2[N:4]([CH2:12][C@H:13]2[CH2:18][CH2:17][C@H:16]([C:19]([OH:21])=[O:20])[CH2:15][CH2:14]2)[C:3]1=[O:22].[CH3:23]O. Product: [CH3:23][O:20][C:19]([C@H:16]1[CH2:15][CH2:14][C@H:13]([CH2:12][N:4]2[C:5]3[NH:6][C:7](=[O:11])[CH:8]=[CH:9][C:10]=3[N:2]([CH3:1])[C:3]2=[O:22])[CH2:18][CH2:17]1)=[O:21]. The catalyst class is: 33. (5) Reactant: [C:1]([C:3]1[CH:7]=[CH:6][S:5][C:4]=1[NH:8][C:9](=[O:19])[CH2:10][C:11]1[CH:16]=[CH:15][C:14]([O:17][CH3:18])=[CH:13][CH:12]=1)#[N:2].[N:20]([Sn](CCCC)(CCCC)CCCC)=[N+:21]=[N-:22]. Product: [N:2]1[NH:20][N:21]=[N:22][C:1]=1[C:3]1[CH:7]=[CH:6][S:5][C:4]=1[NH:8][C:9](=[O:19])[CH2:10][C:11]1[CH:16]=[CH:15][C:14]([O:17][CH3:18])=[CH:13][CH:12]=1. The catalyst class is: 11. (6) The catalyst class is: 5. Product: [F:1][C:2]1[CH:7]=[CH:6][C:5]([N:8]2[C:12]3=[N:13][CH:14]=[CH:15][CH:16]=[C:11]3[C:10]([C:17]([NH2:31])=[O:19])=[N:9]2)=[CH:4][C:3]=1[C:21]#[C:22][C@:23]1([OH:30])[CH2:27][CH2:26][N:25]([CH3:28])[C:24]1=[O:29]. Reactant: [F:1][C:2]1[CH:7]=[CH:6][C:5]([N:8]2[C:12]3=[N:13][CH:14]=[CH:15][CH:16]=[C:11]3[C:10]([C:17]([O:19]C)=O)=[N:9]2)=[CH:4][C:3]=1[C:21]#[C:22][C@:23]1([OH:30])[CH2:27][CH2:26][N:25]([CH3:28])[C:24]1=[O:29].[NH3:31]. (7) Reactant: Cl.Cl[C:3]1[CH:8]=[CH:7][N:6]=[C:5]([CH3:9])[CH:4]=1.C(N(CC)CC)C.[CH2:17]([O:24][C:25]([N:27]1[CH2:32][CH2:31][N:30]([CH2:33][C:34]2([NH:40][C:41]([O:43][CH2:44][CH3:45])=[O:42])[CH2:39][CH2:38][NH:37][CH2:36][CH2:35]2)[C:29](=[O:46])[CH2:28]1)=[O:26])[C:18]1[CH:23]=[CH:22][CH:21]=[CH:20][CH:19]=1. Product: [CH2:17]([O:24][C:25]([N:27]1[CH2:32][CH2:31][N:30]([CH2:33][C:34]2([NH:40][C:41]([O:43][CH2:44][CH3:45])=[O:42])[CH2:35][CH2:36][N:37]([C:3]3[CH:8]=[CH:7][N:6]=[C:5]([CH3:9])[CH:4]=3)[CH2:38][CH2:39]2)[C:29](=[O:46])[CH2:28]1)=[O:26])[C:18]1[CH:23]=[CH:22][CH:21]=[CH:20][CH:19]=1. The catalyst class is: 8.